Dataset: Forward reaction prediction with 1.9M reactions from USPTO patents (1976-2016). Task: Predict the product of the given reaction. (1) Given the reactants Br[C:2]1[CH:3]=[C:4]([NH:7][C:8](=[O:14])[O:9][C:10]([CH3:13])([CH3:12])[CH3:11])[S:5][CH:6]=1.[B:15]1([B:15]2[O:19][C:18]([CH3:21])([CH3:20])[C:17]([CH3:23])([CH3:22])[O:16]2)[O:19][C:18]([CH3:21])([CH3:20])[C:17]([CH3:23])([CH3:22])[O:16]1.C([O-])(=O)C.[K+], predict the reaction product. The product is: [C:10]([O:9][C:8](=[O:14])[NH:7][C:4]1[S:5][CH:6]=[C:2]([B:15]2[O:19][C:18]([CH3:21])([CH3:20])[C:17]([CH3:23])([CH3:22])[O:16]2)[CH:3]=1)([CH3:13])([CH3:12])[CH3:11]. (2) Given the reactants [OH:1][C:2]1[CH:3]=[C:4]([CH:8]=[CH:9][C:10]=1[O:11][CH3:12])[C:5]([OH:7])=[O:6].[C:13](OC(=O)C)(=[O:15])[CH3:14], predict the reaction product. The product is: [C:13]([O:1][C:2]1[CH:3]=[C:4]([CH:8]=[CH:9][C:10]=1[O:11][CH3:12])[C:5]([OH:7])=[O:6])(=[O:15])[CH3:14]. (3) Given the reactants [F:1][C:2]1[CH:7]=[CH:6][C:5]([C:8]2[C:9]([N:22]3[CH2:27][CH2:26][CH:25]([C:28]4[CH:33]=[CH:32][C:31]([O:34][CH3:35])=[CH:30][CH:29]=4)[CH2:24][CH2:23]3)=[N:10][C:11]3[C:16]([N:17]=2)=[CH:15][C:14]([C:18]([O:20]C)=[O:19])=[CH:13][CH:12]=3)=[CH:4][CH:3]=1.[OH-].[Na+].Cl, predict the reaction product. The product is: [F:1][C:2]1[CH:7]=[CH:6][C:5]([C:8]2[C:9]([N:22]3[CH2:27][CH2:26][CH:25]([C:28]4[CH:29]=[CH:30][C:31]([O:34][CH3:35])=[CH:32][CH:33]=4)[CH2:24][CH2:23]3)=[N:10][C:11]3[C:16]([N:17]=2)=[CH:15][C:14]([C:18]([OH:20])=[O:19])=[CH:13][CH:12]=3)=[CH:4][CH:3]=1. (4) Given the reactants Cl[C:2]1[C:7]([C:8]2[CH:13]=[CH:12][CH:11]=[CH:10][CH:9]=2)=[C:6]([Cl:14])[N:5]=[CH:4][N:3]=1.[Cl:15][C:16]1[CH:21]=[CH:20][C:19](B(O)O)=[CH:18][CH:17]=1.C([O-])([O-])=O.[Na+].[Na+].O, predict the reaction product. The product is: [Cl:14][C:6]1[C:7]([C:8]2[CH:13]=[CH:12][CH:11]=[CH:10][CH:9]=2)=[C:2]([C:19]2[CH:20]=[CH:21][C:16]([Cl:15])=[CH:17][CH:18]=2)[N:3]=[CH:4][N:5]=1. (5) The product is: [Cl:1][C:2]1[CH:11]=[C:10]2[C:5]([C:6]([NH:12][CH:13]([CH3:23])[CH2:14][CH2:15][CH2:16][N:17]([CH2:21][CH3:22])[CH2:18][CH2:19][O:20][C:24](=[O:42])[CH2:25][CH2:26][CH2:27][CH2:28][CH2:29][CH2:30][CH2:31]/[CH:32]=[CH:33]/[CH2:34][CH2:35][CH2:36][CH2:37][CH2:38][CH2:39][CH2:40][CH3:41])=[CH:7][CH:8]=[N:9]2)=[CH:4][CH:3]=1. Given the reactants [Cl:1][C:2]1[CH:11]=[C:10]2[C:5]([C:6]([NH:12][CH:13]([CH3:23])[CH2:14][CH2:15][CH2:16][N:17]([CH2:21][CH3:22])[CH2:18][CH2:19][OH:20])=[CH:7][CH:8]=[N:9]2)=[CH:4][CH:3]=1.[C:24](Cl)(=[O:42])[CH2:25][CH2:26][CH2:27][CH2:28][CH2:29][CH2:30][CH2:31]/[CH:32]=[CH:33]/[CH2:34][CH2:35][CH2:36][CH2:37][CH2:38][CH2:39][CH2:40][CH3:41].CO, predict the reaction product.